Dataset: Forward reaction prediction with 1.9M reactions from USPTO patents (1976-2016). Task: Predict the product of the given reaction. Given the reactants C([O:3][C:4](=[O:16])[CH2:5][C:6]1[CH:7]=[C:8]2[C:13](=[CH:14][CH:15]=1)[N:12]=[CH:11][CH:10]=[N:9]2)C.[OH-].[Li+], predict the reaction product. The product is: [N:12]1[C:13]2[C:8](=[CH:7][C:6]([CH2:5][C:4]([OH:16])=[O:3])=[CH:15][CH:14]=2)[N:9]=[CH:10][CH:11]=1.